Dataset: Full USPTO retrosynthesis dataset with 1.9M reactions from patents (1976-2016). Task: Predict the reactants needed to synthesize the given product. (1) Given the product [CH3:3][CH:2]([CH2:4][N:5]1[C:9]2[C:10]3[CH:11]=[CH:12][CH:13]=[CH:14][C:15]=3[N:16]=[C:17]([NH2:18])[C:8]=2[N:7]=[CH:6]1)[CH3:1].[CH:19]([O-:21])=[O:20], predict the reactants needed to synthesize it. The reactants are: [CH3:1][CH:2]([CH2:4][N:5]1[C:9]2[C:10]3[CH:11]=[CH:12][CH:13]=[CH:14][C:15]=3[N:16]=[C:17]([NH2:18])[C:8]=2[N:7]=[CH:6]1)[CH3:3].[CH:19]([OH:21])=[O:20]. (2) Given the product [Cl:6][C:7]1[N:8]=[C:9]([CH2:21][O:22][Si:23]([C:26]([CH3:29])([CH3:28])[CH3:27])([CH3:25])[CH3:24])[N:10]([CH2:13][O:14][CH2:15][CH2:16][Si:17]([CH3:20])([CH3:19])[CH3:18])[C:11]=1[CH:33]=[O:34], predict the reactants needed to synthesize it. The reactants are: [Li]CCCC.[Cl:6][C:7]1[N:8]=[C:9]([CH2:21][O:22][Si:23]([C:26]([CH3:29])([CH3:28])[CH3:27])([CH3:25])[CH3:24])[N:10]([CH2:13][O:14][CH2:15][CH2:16][Si:17]([CH3:20])([CH3:19])[CH3:18])[C:11]=1Cl.CN([CH:33]=[O:34])C. (3) The reactants are: C(NC(C)C)(C)C.[Li]CCCC.[CH3:13][O:14][C:15]1[CH:20]=[CH:19][CH:18]=[CH:17][N:16]=1.[B:21](OC(C)C)([O:26]C(C)C)[O:22]C(C)C. Given the product [CH3:13][O:14][C:15]1[C:20]([B:21]([OH:26])[OH:22])=[CH:19][CH:18]=[CH:17][N:16]=1, predict the reactants needed to synthesize it. (4) Given the product [F:41][C:42]([F:55])([F:54])[S:43]([O:40][C:14]1[C:13]([N:11]2[CH:12]=[C:8]([CH3:7])[N:9]=[CH:10]2)=[CH:18][CH:17]=[C:16](/[CH:19]=[CH:20]/[C:21]2[N:39]=[C:24]3[CH:25]([C:29]4[CH:34]=[CH:33][CH:32]=[CH:31][C:30]=4[C:35]([F:37])([F:36])[F:38])[CH2:26][CH2:27][CH2:28][N:23]3[N:22]=2)[N:15]=1)(=[O:45])=[O:44], predict the reactants needed to synthesize it. The reactants are: N1C=CC=CC=1.[CH3:7][C:8]1[N:9]=[CH:10][N:11]([C:13]2[C:14]([OH:40])=[N:15][C:16](/[CH:19]=[CH:20]/[C:21]3[N:39]=[C:24]4[C@H:25]([C:29]5[CH:34]=[CH:33][CH:32]=[CH:31][C:30]=5[C:35]([F:38])([F:37])[F:36])[CH2:26][CH2:27][CH2:28][N:23]4[N:22]=3)=[CH:17][CH:18]=2)[CH:12]=1.[F:41][C:42]([F:55])([F:54])[S:43](O[S:43]([C:42]([F:55])([F:54])[F:41])(=[O:45])=[O:44])(=[O:45])=[O:44].O. (5) Given the product [CH3:29][C:19]1[CH:24]=[CH:23][C:22]([S:25]([O:11][C:9]2[C:10]3[N:5]([CH:4]=[CH:3][N:2]=3)[N:6]=[CH:7][CH:8]=2)(=[O:27])=[O:26])=[CH:21][CH:20]=1, predict the reactants needed to synthesize it. The reactants are: Cl.[N:2]1[CH:3]=[CH:4][N:5]2[C:10]=1[C:9]([OH:11])=[CH:8][CH:7]=[N:6]2.C(N(CC)CC)C.[C:19]1([CH3:29])[CH:24]=[CH:23][C:22]([S:25](Cl)(=[O:27])=[O:26])=[CH:21][CH:20]=1. (6) Given the product [C:2]([C:7]1[O:11][C:10]([CH2:12][N:13]2[CH:17]=[C:16]([NH:18][C:32](=[O:33])/[CH:31]=[CH:30]/[C:21]3[CH:22]=[CH:23][CH:24]=[C:25]([C:26]([F:28])([F:27])[F:29])[C:20]=3[F:19])[CH:15]=[N:14]2)=[CH:9][CH:8]=1)(=[O:6])[CH3:1], predict the reactants needed to synthesize it. The reactants are: [CH3:1][C:2]1([C:7]2[O:11][C:10]([CH2:12][N:13]3[CH:17]=[C:16]([NH2:18])[CH:15]=[N:14]3)=[CH:9][CH:8]=2)[O:6]CCO1.[F:19][C:20]1[C:25]([C:26]([F:29])([F:28])[F:27])=[CH:24][CH:23]=[CH:22][C:21]=1/[CH:30]=[CH:31]/[C:32](O)=[O:33].